This data is from Forward reaction prediction with 1.9M reactions from USPTO patents (1976-2016). The task is: Predict the product of the given reaction. (1) Given the reactants Cl[C:2]1[C:11]2[C:6](=[CH:7][CH:8]=[C:9]3[S:14](=[O:16])(=[O:15])[CH2:13][CH2:12][C:10]3=2)[N:5]=[CH:4][C:3]=1[C:17]([O:19][CH2:20][CH3:21])=[O:18].[CH:22]1([NH2:25])[CH2:24][CH2:23]1, predict the reaction product. The product is: [CH:22]1([NH:25][C:2]2[C:11]3[C:6](=[CH:7][CH:8]=[C:9]4[S:14](=[O:16])(=[O:15])[CH2:13][CH2:12][C:10]4=3)[N:5]=[CH:4][C:3]=2[C:17]([O:19][CH2:20][CH3:21])=[O:18])[CH2:24][CH2:23]1. (2) The product is: [CH3:1][C:2]1[C:10]([CH3:11])=[C:9]2[C:5]([CH2:6][CH2:7][CH:8]2[NH2:15])=[CH:4][CH:3]=1. Given the reactants [CH3:1][C:2]1[C:10]([CH3:11])=[C:9]2[C:5]([CH2:6][CH2:7][C:8]2=O)=[CH:4][CH:3]=1.[BH3-]C#[N:15].[Na+], predict the reaction product. (3) Given the reactants CO[C:3](=[O:27])[C:4]1[CH:9]=[CH:8][CH:7]=[C:6]([C:10]2[CH:11]=[C:12]3[C:18]([C:19]4[CH:24]=[CH:23][CH:22]=[CH:21][C:20]=4[O:25][CH3:26])=[N:17][NH:16][C:13]3=[N:14][CH:15]=2)[CH:5]=1.[NH:28]1[CH2:32][CH2:31][CH2:30][CH2:29]1, predict the reaction product. The product is: [CH3:26][O:25][C:20]1[CH:21]=[CH:22][CH:23]=[CH:24][C:19]=1[C:18]1[C:12]2[C:13](=[N:14][CH:15]=[C:10]([C:6]3[CH:5]=[C:4]([C:3]([N:28]4[CH2:32][CH2:31][CH2:30][CH2:29]4)=[O:27])[CH:9]=[CH:8][CH:7]=3)[CH:11]=2)[NH:16][N:17]=1.